Dataset: Peptide-MHC class I binding affinity with 185,985 pairs from IEDB/IMGT. Task: Regression. Given a peptide amino acid sequence and an MHC pseudo amino acid sequence, predict their binding affinity value. This is MHC class I binding data. The peptide sequence is CLLCNLLLV. The MHC is HLA-A02:01 with pseudo-sequence HLA-A02:01. The binding affinity (normalized) is 0.622.